This data is from Forward reaction prediction with 1.9M reactions from USPTO patents (1976-2016). The task is: Predict the product of the given reaction. (1) The product is: [CH2:5]([NH:9][C:10]([N:12]1[C:16]([CH3:17])=[CH:15][C:14]([O:18][C:19]2[C:24]([Cl:25])=[CH:23][C:22]([C:26]([F:29])([F:28])[F:27])=[CH:21][N:20]=2)=[N:13]1)=[O:1])[CH2:6][CH2:7][CH3:8]. Given the reactants [OH-:1].[K+].OO.[CH2:5]([NH:9][C:10]([N:12]1[C:16]([CH3:17])=[CH:15][C:14]([O:18][C:19]2[C:24]([Cl:25])=[CH:23][C:22]([C:26]([F:29])([F:28])[F:27])=[CH:21][N:20]=2)=[N:13]1)=S)[CH2:6][CH2:7][CH3:8].Cl, predict the reaction product. (2) Given the reactants [CH3:1][N:2]1[CH:6]=[CH:5][CH:4]=[C:3]1[C:7]1[C:11]2[CH:12]=[C:13]([N:16]3[C:21](=[O:22])[CH:20]=[C:19]([C:23]([F:26])([F:25])[F:24])[NH:18][C:17]3=[O:27])[CH:14]=[CH:15][C:10]=2[S:9][N:8]=1.[C:28](=O)([O-])[O-].[K+].[K+].IC, predict the reaction product. The product is: [CH3:28][N:18]1[C:19]([C:23]([F:26])([F:25])[F:24])=[CH:20][C:21](=[O:22])[N:16]([C:13]2[CH:14]=[CH:15][C:10]3[S:9][N:8]=[C:7]([C:3]4[N:2]([CH3:1])[CH:6]=[CH:5][CH:4]=4)[C:11]=3[CH:12]=2)[C:17]1=[O:27]. (3) Given the reactants S(=O)(=O)(O)[OH:2].[Cl:6][C:7]1[CH:25]=[CH:24][C:10]([O:11][C:12]2[CH:19]=[CH:18][C:15]([C:16]#[N:17])=[C:14]([S:20]([CH3:23])(=[O:22])=[O:21])[CH:13]=2)=[CH:9][C:8]=1[C:26]1[C:35]2[C:30](=[C:31]([Cl:36])[CH:32]=[CH:33][CH:34]=2)[N:29]=[CH:28][N:27]=1, predict the reaction product. The product is: [Cl:6][C:7]1[CH:25]=[CH:24][C:10]([O:11][C:12]2[CH:19]=[CH:18][C:15]([C:16]([NH2:17])=[O:2])=[C:14]([S:20]([CH3:23])(=[O:21])=[O:22])[CH:13]=2)=[CH:9][C:8]=1[C:26]1[C:35]2[C:30](=[C:31]([Cl:36])[CH:32]=[CH:33][CH:34]=2)[N:29]=[CH:28][N:27]=1.